From a dataset of Catalyst prediction with 721,799 reactions and 888 catalyst types from USPTO. Predict which catalyst facilitates the given reaction. (1) Reactant: [CH3:1][N:2]1[CH2:7][CH2:6][C:5]([C:10]2[CH:15]=[CH:14][CH:13]=[CH:12][N:11]=2)([C:8]#[N:9])[CH2:4][CH2:3]1.[H-].[Al+3].[Li+].[H-].[H-].[H-]. Product: [CH3:1][N:2]1[CH2:7][CH2:6][C:5]([CH2:8][NH2:9])([C:10]2[CH:15]=[CH:14][CH:13]=[CH:12][N:11]=2)[CH2:4][CH2:3]1. The catalyst class is: 7. (2) Reactant: [CH3:1][O:2][C:3]1[CH:8]=[CH:7][CH:6]=[CH:5][C:4]=1[CH:9]([NH:11][C@H:12]1[CH2:16][CH2:15][N:14]([C:17]2[CH:22]=[CH:21][C:20]([S:23]([N:26]([CH3:28])[CH3:27])(=[O:25])=[O:24])=[CH:19][CH:18]=2)[CH2:13]1)[CH3:10].[ClH:29]. Product: [ClH:29].[ClH:29].[CH3:1][O:2][C:3]1[CH:8]=[CH:7][CH:6]=[CH:5][C:4]=1[CH:9]([NH:11][C@H:12]1[CH2:16][CH2:15][N:14]([C:17]2[CH:18]=[CH:19][C:20]([S:23]([N:26]([CH3:28])[CH3:27])(=[O:25])=[O:24])=[CH:21][CH:22]=2)[CH2:13]1)[CH3:10]. The catalyst class is: 107. (3) Reactant: [C:1]([C:4]1[C:35](=[O:36])[C@@:8]2([CH3:37])[C:9]3[C:15]([OH:16])=[CH:14][C:13]([O:17][CH3:18])=[C:12]([C:19]([NH:21][CH2:22][C:23]4[C:31]([CH3:32])=[CH:30][C:26]([C:27]([OH:29])=[O:28])=[C:25]([CH3:33])[C:24]=4[CH3:34])=[O:20])[C:10]=3[O:11][C:7]2=[CH:6][C:5]=1[OH:38])(=[O:3])[CH3:2].Cl.C(N=C=NCCCN(C)C)C.[Cl:51][C:52]1[CH:57]=[C:56]([Cl:58])[CH:55]=[CH:54][C:53]=1O.Cl. Product: [C:1]([C:4]1[C:35](=[O:36])[C@@:8]2([CH3:37])[C:9]3[C:15]([OH:16])=[CH:14][C:13]([O:17][CH3:18])=[C:12]([C:19]([NH:21][CH2:22][C:23]4[C:31]([CH3:32])=[CH:30][C:26]([C:27]([O:29][C:55]5[CH:54]=[CH:53][C:52]([Cl:51])=[CH:57][C:56]=5[Cl:58])=[O:28])=[C:25]([CH3:33])[C:24]=4[CH3:34])=[O:20])[C:10]=3[O:11][C:7]2=[CH:6][C:5]=1[OH:38])(=[O:3])[CH3:2]. The catalyst class is: 546.